Dataset: Full USPTO retrosynthesis dataset with 1.9M reactions from patents (1976-2016). Task: Predict the reactants needed to synthesize the given product. The reactants are: [NH2:1][C:2]1[N:7]=[CH:6][C:5]([C:8]([N:10]2[C@@H:15]([CH3:16])[CH2:14][O:13][CH2:12][C@H:11]2[CH3:17])=[O:9])=[CH:4][CH:3]=1.Br[C:19]1[C:20](=[O:27])[N:21]([CH3:26])[N:22]=[C:23]([Cl:25])[CH:24]=1.C(=O)([O-])[O-].[Cs+].[Cs+].CC1(C)C2C(=C(P(C3C=CC=CC=3)C3C=CC=CC=3)C=CC=2)OC2C(P(C3C=CC=CC=3)C3C=CC=CC=3)=CC=CC1=2. Given the product [Cl:25][C:23]1[CH:24]=[C:19]([NH:1][C:2]2[CH:3]=[CH:4][C:5]([C:8]([N:10]3[C@@H:15]([CH3:16])[CH2:14][O:13][CH2:12][C@H:11]3[CH3:17])=[O:9])=[CH:6][N:7]=2)[C:20](=[O:27])[N:21]([CH3:26])[N:22]=1, predict the reactants needed to synthesize it.